Predict the product of the given reaction. From a dataset of Forward reaction prediction with 1.9M reactions from USPTO patents (1976-2016). (1) Given the reactants Cl[CH2:2][C:3]1[C:4](=[O:15])[C:5]([CH2:13][CH3:14])=[C:6]([O:11][CH3:12])[C:7](=O)[C:8]=1[CH3:9].C#CC.C[Al](C)C.[Li]CCCC.[O:28]=[N+]([O-])[O-].[O-][N+](=O)[O-].[O-][N+](=O)[O-].[O-][N+](=O)[O-].[O-][N+](=O)[O-].[O-][N+](=O)[O-].[Ce+4].[NH4+].[NH4+], predict the reaction product. The product is: [CH2:13]([C:5]1[C:6]([O:11][CH3:12])=[CH:7][C:8]([CH3:9])=[C:3]([CH2:2][OH:28])[C:4]=1[OH:15])[CH3:14]. (2) Given the reactants [CH:1]1([C:6]2[CH:15]=[CH:14][CH:13]=[CH:12][C:7]=2[C:8]([O:10][CH3:11])=[O:9])[CH2:5][CH2:4][CH:3]=[CH:2]1.[H][H], predict the reaction product. The product is: [CH:1]1([C:6]2[CH:15]=[CH:14][CH:13]=[CH:12][C:7]=2[C:8]([O:10][CH3:11])=[O:9])[CH2:2][CH2:3][CH2:4][CH2:5]1. (3) Given the reactants [NH:1]1[CH2:5][CH2:4][CH2:3][C@@H:2]1[CH2:6][O:7][C:8]1[C:9]([C:14]([O:16][CH2:17][CH3:18])=[O:15])=[N:10][CH:11]=[CH:12][CH:13]=1.[F:19][C:20]([F:31])([F:30])[C:21]1[CH:22]=[C:23]([CH:27]=[CH:28][CH:29]=1)[C:24](O)=[O:25].COC1C=C(OC[C@H]2CCCN2C([C@H]2CC[C@H](C(F)(F)F)CC2)=O)C(C(O)=O)=NC=1, predict the reaction product. The product is: [F:19][C:20]([F:30])([F:31])[C:21]1[CH:22]=[C:23]([CH:27]=[CH:28][CH:29]=1)[C:24]([N:1]1[CH2:5][CH2:4][CH2:3][C@@H:2]1[CH2:6][O:7][C:8]1[C:9]([C:14]([O:16][CH2:17][CH3:18])=[O:15])=[N:10][CH:11]=[CH:12][CH:13]=1)=[O:25].